From a dataset of Full USPTO retrosynthesis dataset with 1.9M reactions from patents (1976-2016). Predict the reactants needed to synthesize the given product. (1) Given the product [CH3:9][CH2:29][N:28]([C:12]1[CH:11]=[CH:16][C:15]2[CH:17]=[C:18]([C:22]3[NH:8][C:1]4[C:2](=[CH:3][CH:4]=[CH:5][CH:6]=4)[N:7]=3)[C:19]([O:21][C:14]=2[CH:13]=1)=[O:20])[CH2:27][CH3:26], predict the reactants needed to synthesize it. The reactants are: [C:1]1([NH2:8])[CH:6]=[CH:5][CH:4]=[CH:3][C:2]=1[NH2:7].[CH2:9]1[CH2:29][N:28]2[C:12]3[C:13](C[CH2:26][CH2:27]2)=[C:14]2[O:21][C:19](=[O:20])[C:18]([C:22](O)=O)=[CH:17][C:15]2=[CH:16][C:11]=3C1.S(OS(C(F)(F)F)(=O)=O)(C(F)(F)F)(=O)=O.C1(P(=O)(C2C=CC=CC=2)C2C=CC=CC=2)C=CC=CC=1. (2) Given the product [O:25]=[C:16]1[C:17]2[C:18](=[CH:21][CH:22]=[CH:23][CH:24]=2)[C:19](=[O:20])[N:15]1[O:1][CH:2]1[CH2:6][CH2:5][N:4]([C:7]([O:9][C:10]([CH3:13])([CH3:12])[CH3:11])=[O:8])[CH2:3]1, predict the reactants needed to synthesize it. The reactants are: [OH:1][CH:2]1[CH2:6][CH2:5][N:4]([C:7]([O:9][C:10]([CH3:13])([CH3:12])[CH3:11])=[O:8])[CH2:3]1.O[N:15]1[C:19](=[O:20])[C:18]2=[CH:21][CH:22]=[CH:23][CH:24]=[C:17]2[C:16]1=[O:25].C1(P(C2C=CC=CC=2)C2C=CC=CC=2)C=CC=CC=1.N(C(OCC)=O)=NC(OCC)=O. (3) Given the product [Cl:26][C:20]1[CH:21]=[CH:22][CH:23]=[C:24]([F:25])[C:19]=1[C:17]1[S:16][C:4]2[C:5]([NH:8][C:9]3[CH:14]=[C:13]([CH3:15])[N:12]=[CH:11][N:10]=3)=[N:6][CH:7]=[C:2]([C:27]#[N:28])[C:3]=2[N:18]=1, predict the reactants needed to synthesize it. The reactants are: Br[C:2]1[C:3]2[N:18]=[C:17]([C:19]3[C:24]([F:25])=[CH:23][CH:22]=[CH:21][C:20]=3[Cl:26])[S:16][C:4]=2[C:5]([NH:8][C:9]2[CH:14]=[C:13]([CH3:15])[N:12]=[CH:11][N:10]=2)=[N:6][CH:7]=1.[CH3:27][N:28](CCN(C)C)C. (4) Given the product [CH2:7]([O:9][C:10](=[O:27])[CH2:11][C:12]1[C:21]2[C:16](=[CH:17][C:18]([O:24][CH3:25])=[C:19]([O:22][CH3:23])[CH:20]=2)[C:15]([N:1]2[CH2:6][CH2:5][O:4][CH2:3][CH2:2]2)=[N:14][CH:13]=1)[CH3:8], predict the reactants needed to synthesize it. The reactants are: [NH:1]1[CH2:6][CH2:5][O:4][CH2:3][CH2:2]1.[CH2:7]([O:9][C:10](=[O:27])[CH2:11][C:12]1[C:21]2[C:16](=[CH:17][C:18]([O:24][CH3:25])=[C:19]([O:22][CH3:23])[CH:20]=2)[C:15](Cl)=[N:14][CH:13]=1)[CH3:8]. (5) Given the product [NH:44]1[C:45]2[C:41](=[C:40]([C:2]3[N:3]=[C:4]([N:12]4[CH2:17][CH2:16][O:15][CH2:14][CH2:13]4)[C:5]4[S:10][C:9]([C:21]5[CH:22]=[C:23]([CH:24]=[C:19]([NH2:18])[CH:20]=5)[C:25]([O:27][CH3:28])=[O:26])=[CH:8][C:6]=4[N:7]=3)[CH:48]=[CH:47][CH:46]=2)[CH:42]=[N:43]1, predict the reactants needed to synthesize it. The reactants are: Cl[C:2]1[N:3]=[C:4]([N:12]2[CH2:17][CH2:16][O:15][CH2:14][CH2:13]2)[C:5]2[S:10][C:9](I)=[CH:8][C:6]=2[N:7]=1.[NH2:18][C:19]1[CH:20]=[C:21](B(O)O)[CH:22]=[C:23]([C:25]([O:27][CH3:28])=[O:26])[CH:24]=1.CC1(C)C(C)(C)OB([C:40]2[CH:48]=[CH:47][CH:46]=[C:45]3[C:41]=2[CH:42]=[N:43][NH:44]3)O1. (6) Given the product [C:11]([C:9]1[CH:8]=[C:7]([N:15]2[C:19]([CH:20]([CH:23]3[CH2:24][CH2:25][CH2:26][CH2:27][CH2:28]3)[O:21][CH3:22])=[C:18]([CH3:29])[C:17]([C:30]([NH:48][CH:43]3[CH2:42][CH2:60][O:61][CH2:45][CH2:44]3)=[O:31])=[CH:16]2)[CH:6]=[C:5]([C:1]2([CH3:2])[CH2:3][CH2:4]2)[CH:10]=1)([CH3:14])([CH3:13])[CH3:12], predict the reactants needed to synthesize it. The reactants are: [C:1]([C:5]1[CH:6]=[C:7]([N:15]2[C:19]([CH:20]([CH:23]3[CH2:28][CH2:27][CH2:26][CH2:25][CH2:24]3)[O:21][CH3:22])=[C:18]([CH3:29])[C:17]([C:30](O)=[O:31])=[CH:16]2)[CH:8]=[C:9]([C:11]2([CH3:14])[CH2:13][CH2:12]2)[CH:10]=1)([CH3:4])([CH3:3])[CH3:2].CN(C(ON1N=[N:48][C:43]2[CH:44]=[CH:45]C=N[C:42]1=2)=[N+](C)C)C.F[P-](F)(F)(F)(F)F.CN([CH:60]=[O:61])C. (7) Given the product [CH:25]1([C:23]([C:17]2[CH:18]=[CH:19][CH:20]=[CH:21][CH:22]=2)([C:11]2[N:7]([CH2:6][N:1]3[CH2:2][CH2:3][CH2:4][CH2:5]3)[N:8]=[CH:9][N:10]=2)[OH:24])[CH2:26][CH2:27][CH2:28][CH2:29][CH2:30]1, predict the reactants needed to synthesize it. The reactants are: [N:1]1([CH2:6][N:7]2[CH:11]=[N:10][CH:9]=[N:8]2)[CH2:5][CH2:4][CH2:3][CH2:2]1.C([Li])CCC.[CH:17]1([C:23]([C:25]2[CH:30]=[CH:29][CH:28]=[CH:27][CH:26]=2)=[O:24])[CH2:22][CH2:21][CH2:20][CH2:19][CH2:18]1.O. (8) Given the product [OH:27][C:28]1[CH:33]=[CH:32][C:31]([C:2]2[CH:3]=[N:4][C:5]([N:8]3[C:16]4[C:11](=[CH:12][CH:13]=[C:14]([C:17]([N:19]5[CH2:24][CH2:23][O:22][CH2:21][CH2:20]5)=[O:18])[CH:15]=4)[C:10]([S:25][CH3:26])=[CH:9]3)=[N:6][CH:7]=2)=[CH:30][CH:29]=1, predict the reactants needed to synthesize it. The reactants are: Br[C:2]1[CH:3]=[N:4][C:5]([N:8]2[C:16]3[C:11](=[CH:12][CH:13]=[C:14]([C:17]([N:19]4[CH2:24][CH2:23][O:22][CH2:21][CH2:20]4)=[O:18])[CH:15]=3)[C:10]([S:25][CH3:26])=[CH:9]2)=[N:6][CH:7]=1.[OH:27][C:28]1[CH:33]=[CH:32][C:31](B(O)O)=[CH:30][CH:29]=1.